This data is from Forward reaction prediction with 1.9M reactions from USPTO patents (1976-2016). The task is: Predict the product of the given reaction. (1) Given the reactants [NH:1]1[CH2:6][CH2:5][O:4][CH2:3][CH2:2]1.C(=O)([O-])[O-].[Na+].[Na+].Cl[C:14]1[N:19]=[C:18]([O:20][C:21]2[CH:49]=[CH:48][CH:47]=[CH:46][C:22]=2[CH2:23][NH:24][C:25]([NH:27][C:28]2[N:32]([C:33]3[CH:38]=[CH:37][CH:36]=[C:35]([N:39]([CH3:41])[CH3:40])[CH:34]=3)[N:31]=[C:30]([C:42]([CH3:45])([CH3:44])[CH3:43])[CH:29]=2)=[O:26])[CH:17]=[CH:16][N:15]=1, predict the reaction product. The product is: [O:4]1[CH2:5][CH2:6][N:1]([C:14]2[N:19]=[C:18]([O:20][C:21]3[CH:49]=[CH:48][CH:47]=[CH:46][C:22]=3[CH2:23][NH:24][C:25]([NH:27][C:28]3[N:32]([C:33]4[CH:38]=[CH:37][CH:36]=[C:35]([N:39]([CH3:41])[CH3:40])[CH:34]=4)[N:31]=[C:30]([C:42]([CH3:45])([CH3:43])[CH3:44])[CH:29]=3)=[O:26])[CH:17]=[CH:16][N:15]=2)[CH2:2][CH2:3]1. (2) Given the reactants CS(C)=O.C(Cl)(C(Cl)=O)=O.[OH:11][CH2:12][CH:13]([CH2:19][N:20]1[CH2:24][CH:23]([CH2:25][CH2:26][CH3:27])[CH2:22][C:21]1=[O:28])[C:14]([O:16][CH2:17][CH3:18])=[O:15], predict the reaction product. The product is: [CH:12]([CH:13]([CH2:19][N:20]1[CH2:24][CH:23]([CH2:25][CH2:26][CH3:27])[CH2:22][C:21]1=[O:28])[C:14]([O:16][CH2:17][CH3:18])=[O:15])=[O:11]. (3) Given the reactants C[C@@]1(O)C2C=CC=[C:21]([OH:22])[C:16]=2[C:15]([OH:23])=C2[C@@H]1[C@H](O)[C@@H]1[C@](O)(C2=O)C(O)=C(C(N)=O)C(=O)[C@H]1N(C)C.[O:34]=[CH:35][C@@H:36]([C@H]([C@@H]([C@@H](CO)O)O)O)O.[OH:46]P([O-])(O)=O.[K+].[Na+].[Cl-].[O-]S([O-])(=O)=O.[Mg+2].[Cl-].[Cl-].[Ca+2].CC1[N+](CC2C=NC(C)=NC=2N)=CSC=1CCO.Cl.[Cl-].C[C@]1(O)[C@@H]2C(=C(O)[C@]3(O)C(=O)C(C(N)=O)=C(O)[C@@H](N(C)C)[C@@H]3C2)C(=O)C2C(O)=CC=CC1=2.O=O.[NH3:117], predict the reaction product. The product is: [CH3:36][C:35]([O:22][CH2:21][C@H:16]([NH2:117])[C:15]([OH:23])=[O:46])=[O:34]. (4) Given the reactants C([Li])CCC.Br[C:7]1[CH:12]=[CH:11][C:10]([C:13]2[CH:18]=[CH:17][C:16]([O:19][CH2:20][CH2:21][CH2:22][CH2:23][CH2:24][CH2:25][CH2:26][CH2:27][CH2:28][CH2:29][CH2:30][CH3:31])=[CH:15][CH:14]=2)=[CH:9][CH:8]=1.[B:32](OC)([O:35]C)[O:33]C.Cl, predict the reaction product. The product is: [CH2:20]([O:19][C:16]1[CH:17]=[CH:18][C:13]([C:10]2[CH:11]=[CH:12][C:7]([B:32]([OH:35])[OH:33])=[CH:8][CH:9]=2)=[CH:14][CH:15]=1)[CH2:21][CH2:22][CH2:23][CH2:24][CH2:25][CH2:26][CH2:27][CH2:28][CH2:29][CH2:30][CH3:31]. (5) Given the reactants [F:1][C:2]1[CH:7]=[CH:6][CH:5]=[CH:4][C:3]=1[C:8]1[CH:13]=[CH:12][CH:11]=[CH:10][C:9]=1[CH:14](O)[C:15]([O:17][CH3:18])=[O:16].COCCN(S(F)(F)[F:30])CCOC, predict the reaction product. The product is: [F:30][CH:14]([C:9]1[CH:10]=[CH:11][CH:12]=[CH:13][C:8]=1[C:3]1[CH:4]=[CH:5][CH:6]=[CH:7][C:2]=1[F:1])[C:15]([O:17][CH3:18])=[O:16]. (6) Given the reactants [OH:1][C:2]1[C:7]2[C@@:8]3([OH:46])[C@@:21]([O:25][CH3:26])([C@H:22]([OH:24])[CH2:23][C:6]=2[CH:5]=[C:4]([CH3:47])[C:3]=1[C:48]([O:50][CH3:51])=[O:49])[C:20](=[O:27])[C:19]1[C:10](=[CH:11][C:12]2[C:13](=[O:44])[C:14]([NH:30][C@@H:31]4[C@H:36]([O:37][CH3:38])[C:35](=[N:39][OH:40])[C@@H:34]([O:41][CH3:42])[C@H:33]([CH3:43])[O:32]4)=[CH:15][C:16](=[O:29])[C:17]=2[C:18]=1[OH:28])[C:9]3=[O:45].Cl.[C:53]([CH2:56]ON)([OH:55])=[O:54].[C:53]([CH2:56]ON)([OH:55])=[O:54].N1C=CC=CC=1, predict the reaction product. The product is: [CH3:42][O:41][C@H:34]1[C@H:33]([CH3:43])[O:32][C@H:31]([NH:30][C:14]2[C:13](=[O:44])[C:12]3[CH:11]=[C:10]4[C:19]([C:20](=[O:27])[C@@:21]5([O:25][CH3:26])[C@@:8]([OH:46])([C:9]4=[O:45])[C:7]4[C:2]([OH:1])=[C:3]([C:48]([O:50][CH3:51])=[O:49])[C:4]([CH3:47])=[CH:5][C:6]=4[CH2:23][C@H:22]5[OH:24])=[C:18]([OH:28])[C:17]=3[C:16](=[O:29])[CH:15]=2)[C@H:36]([O:37][CH3:38])/[C:35]/1=[N:39]\[O:40][CH2:56][C:53]([OH:55])=[O:54]. (7) The product is: [Cl:33][C:30]1[CH:31]=[CH:32][C:27]([S:24]([N:13]([CH2:12][C:9]2[CH:8]=[CH:7][C:6]([CH2:5][CH2:4][C:3]([OH:34])=[O:2])=[CH:11][CH:10]=2)[C@@H:14]2[CH2:20][C:19]([CH3:21])([CH3:22])[CH2:18][CH2:17][NH:16][C:15]2=[O:23])(=[O:25])=[O:26])=[CH:28][CH:29]=1. Given the reactants C[O:2][C:3](=[O:34])[CH2:4][CH2:5][C:6]1[CH:11]=[CH:10][C:9]([CH2:12][N:13]([S:24]([C:27]2[CH:32]=[CH:31][C:30]([Cl:33])=[CH:29][CH:28]=2)(=[O:26])=[O:25])[C@@H:14]2[CH2:20][C:19]([CH3:22])([CH3:21])[CH2:18][CH2:17][NH:16][C:15]2=[O:23])=[CH:8][CH:7]=1.[OH-].[Na+], predict the reaction product. (8) Given the reactants [N:1]1([C:7]2[CH:17]=[C:16]([N+:18]([O-:20])=[O:19])[CH:15]=[CH:14][C:8]=2[C:9]([O:11]CC)=O)[CH2:6][CH2:5][O:4][CH2:3][CH2:2]1.[CH3:21][C:22]1[CH:27]=[C:26]([CH3:28])[CH:25]=[CH:24][C:23]=1[N:29]1[CH2:34][CH2:33][NH:32][CH2:31][CH2:30]1.[OH-].[Na+].Cl.O.[Cl-].COC1N=C(OC)N=C([N+]2(C)CCOCC2)N=1, predict the reaction product. The product is: [CH3:21][C:22]1[CH:27]=[C:26]([CH3:28])[CH:25]=[CH:24][C:23]=1[N:29]1[CH2:30][CH2:31][N:32]([C:9]([C:8]2[CH:14]=[CH:15][C:16]([N+:18]([O-:20])=[O:19])=[CH:17][C:7]=2[N:1]2[CH2:2][CH2:3][O:4][CH2:5][CH2:6]2)=[O:11])[CH2:33][CH2:34]1.